This data is from Reaction yield outcomes from USPTO patents with 853,638 reactions. The task is: Predict the reaction yield, written as a fraction of the theoretical maximum amount of product (1.0 means a 100% yield; for example, 0.34 means a 34% yield). The reactants are [N:1]1[CH:6]=[CH:5][CH:4]=[CH:3][C:2]=1[N:7]1[CH2:12][CH2:11][N:10]([CH2:13][C:14]2[NH:18][C:17]3[CH:19]=[CH:20][CH:21]=[CH:22][C:16]=3[N:15]=2)[CH2:9][CH2:8]1.[N:23]1([C:28](Cl)=[O:29])[CH2:27][CH2:26][CH2:25][CH2:24]1.C(N(CC)CC)C. The catalyst is ClCCl. The product is [N:1]1[CH:6]=[CH:5][CH:4]=[CH:3][C:2]=1[N:7]1[CH2:8][CH2:9][N:10]([CH2:13][C:14]2[N:15]([C:28]([N:23]3[CH2:27][CH2:26][CH2:25][CH2:24]3)=[O:29])[C:16]3[CH:22]=[CH:21][CH:20]=[CH:19][C:17]=3[N:18]=2)[CH2:11][CH2:12]1. The yield is 0.400.